Dataset: Full USPTO retrosynthesis dataset with 1.9M reactions from patents (1976-2016). Task: Predict the reactants needed to synthesize the given product. (1) The reactants are: B(O)(O)[C@H]1N(C([C@@H](N)C(C)C)=O)CCC1.CS(O)(=O)=O.[C:21]([O:24][CH2:25][C:26]([CH2:28][O:29][C:30](=[O:32])[CH3:31])=O)(=[O:23])[CH3:22].CC(OC)(C)C.[C:39]([CH:44]=P(C1C=CC=CC=1)(C1C=CC=CC=1)C1C=CC=CC=1)([O:41][CH2:42][CH3:43])=[O:40]. Given the product [CH2:42]([O:41][C:39](=[O:40])[CH:44]=[C:26]([CH2:25][O:24][C:21](=[O:23])[CH3:22])[CH2:28][O:29][C:30](=[O:32])[CH3:31])[CH3:43], predict the reactants needed to synthesize it. (2) Given the product [CH2:41]([N:31]1[C:32]2[C:37](=[CH:36][CH:35]=[C:34]([N+:38]([O-:40])=[O:39])[CH:33]=2)[C:29]([C:20]([O:25][CH2:26][O:27][CH3:28])([C:21]([F:23])([F:24])[F:22])[C:19]([N:16]2[CH2:15][CH2:14][CH:13]([O:12][C:9]3[CH:10]=[CH:11][C:6]([CH2:5][C:4]([OH:51])=[O:3])=[CH:7][C:8]=3[O:49][CH3:50])[CH2:18][CH2:17]2)=[O:48])=[CH:30]1)[C:42]1[CH:47]=[CH:46][CH:45]=[CH:44][CH:43]=1, predict the reactants needed to synthesize it. The reactants are: C([O:3][C:4](=[O:51])[CH2:5][C:6]1[CH:11]=[CH:10][C:9]([O:12][CH:13]2[CH2:18][CH2:17][N:16]([C:19](=[O:48])[C:20]([C:29]3[C:37]4[C:32](=[CH:33][C:34]([N+:38]([O-:40])=[O:39])=[CH:35][CH:36]=4)[N:31]([CH2:41][C:42]4[CH:47]=[CH:46][CH:45]=[CH:44][CH:43]=4)[CH:30]=3)([O:25][CH2:26][O:27][CH3:28])[C:21]([F:24])([F:23])[F:22])[CH2:15][CH2:14]2)=[C:8]([O:49][CH3:50])[CH:7]=1)C.O1CCCC1.CO.[H-].[Na+].